Dataset: Catalyst prediction with 721,799 reactions and 888 catalyst types from USPTO. Task: Predict which catalyst facilitates the given reaction. (1) Reactant: [OH-].[Na+].[Br:3][C:4]1[CH:9]=[CH:8][C:7]([CH:10]([CH:16]2[CH2:20][CH2:19][CH2:18][CH2:17]2)[C:11]([O:13]CC)=[O:12])=[CH:6][CH:5]=1.O.Cl. Product: [Br:3][C:4]1[CH:5]=[CH:6][C:7]([CH:10]([CH:16]2[CH2:20][CH2:19][CH2:18][CH2:17]2)[C:11]([OH:13])=[O:12])=[CH:8][CH:9]=1. The catalyst class is: 5. (2) Reactant: [C:1]1(C)[CH:6]=[CH:5][C:4](S(Cl)(=O)=O)=[CH:3][CH:2]=1.[OH:12][CH:13]1[CH2:18][CH2:17][CH:16]([C:19]([O:21]CC)=[O:20])[CH2:15][CH2:14]1. Product: [O:12]([CH:13]1[CH2:14][CH2:15][CH:16]([C:19]([OH:21])=[O:20])[CH2:17][CH2:18]1)[C:1]1[CH:6]=[CH:5][CH:4]=[CH:3][CH:2]=1. The catalyst class is: 17. (3) Reactant: [NH2:1][C:2]1[S:3][C:4]2[CH:10]=[C:9]([C:11]3[CH:12]=[C:13]([N:23]4[CH:28]=[CH:27][C:26](=[O:29])[NH:25][C:24]4=[O:30])[CH:14]=[C:15]([C:19]([CH3:22])([CH3:21])[CH3:20])[C:16]=3[O:17][CH3:18])[CH:8]=[CH:7][C:5]=2[N:6]=1.N(O[C:34](C)([CH3:36])[CH3:35])=O. Product: [C:19]([C:15]1[CH:14]=[C:13]([N:23]2[CH:28]=[CH:27][C:26](=[O:29])[NH:25][C:24]2=[O:30])[CH:12]=[C:11]([C:9]2[CH:8]=[CH:7][C:5]3[N:6]=[C:2]([NH:1][CH2:35][CH2:34][CH3:36])[S:3][C:4]=3[CH:10]=2)[C:16]=1[O:17][CH3:18])([CH3:22])([CH3:21])[CH3:20]. The catalyst class is: 879. (4) Reactant: [Na].C(O[C:5](=O)[C:6]([O:8][CH2:9][CH3:10])=[O:7])C.[CH2:12]([C:16](C)=[O:17])[CH:13]([CH3:15])[CH3:14]. Product: [CH2:9]([O:8][C:6](=[O:7])[CH2:5][C:16](=[O:17])[CH2:12][CH:13]([CH3:15])[CH3:14])[CH3:10]. The catalyst class is: 8. (5) Reactant: [C:1](/[C:3](=[N:9]\O)/[C:4]([O:6][CH2:7][CH3:8])=[O:5])#[N:2].C(=O)(O)[O-].[Na+].S(S([O-])=O)([O-])=O.[Na+].[Na+]. Product: [NH2:9][CH:3]([C:1]#[N:2])[C:4]([O:6][CH2:7][CH3:8])=[O:5]. The catalyst class is: 6. (6) The catalyst class is: 46. Reactant: [CH3:1][O:2][C:3]1[C:7]([C:8]([NH2:10])=O)=[CH:6][N:5]([C:11]2[CH:16]=[CH:15][C:14]([C:17]([F:20])([F:19])[F:18])=[CH:13][CH:12]=2)[N:4]=1.N1C=CC=CC=1.O(S(C(F)(F)F)(=O)=O)S(C(F)(F)F)(=O)=O. Product: [CH3:1][O:2][C:3]1[C:7]([C:8]#[N:10])=[CH:6][N:5]([C:11]2[CH:12]=[CH:13][C:14]([C:17]([F:20])([F:18])[F:19])=[CH:15][CH:16]=2)[N:4]=1. (7) Reactant: [F:1][C:2]1[C:11]([CH3:12])=[C:10]2[C:5]([C:6](=[O:22])[C:7]([C:17]([O:19]CC)=[O:18])=[CH:8][N:9]2[C@@H:13]2[CH2:15][C@@H:14]2[F:16])=[C:4]([OH:23])[CH:3]=1.C(O)(=O)C.Cl. Product: [F:1][C:2]1[C:11]([CH3:12])=[C:10]2[C:5]([C:6](=[O:22])[C:7]([C:17]([OH:19])=[O:18])=[CH:8][N:9]2[C@@H:13]2[CH2:15][C@@H:14]2[F:16])=[C:4]([OH:23])[CH:3]=1. The catalyst class is: 6.